This data is from Catalyst prediction with 721,799 reactions and 888 catalyst types from USPTO. The task is: Predict which catalyst facilitates the given reaction. (1) Reactant: [Br:1][C:2]1[CH:3]=[C:4]2[C:8](=[CH:9][CH:10]=1)[CH2:7][C@H:6]([NH2:11])[CH2:5]2.Cl[C:13]([O:15][CH2:16][C:17]1[CH:22]=[CH:21][CH:20]=[CH:19][CH:18]=1)=[O:14]. Product: [CH2:16]([O:15][C:13](=[O:14])[NH:11][C@@H:6]1[CH2:5][C:4]2[C:8](=[CH:9][CH:10]=[C:2]([Br:1])[CH:3]=2)[CH2:7]1)[C:17]1[CH:22]=[CH:21][CH:20]=[CH:19][CH:18]=1. The catalyst class is: 4. (2) Reactant: O1CCCC1.C([O:8][C:9](=[O:40])[CH:10]([NH:33][C:34]([O:36][CH2:37][CH:38]=[CH2:39])=[O:35])[CH2:11][C:12]1[O:16][N:15]=[C:14]([CH:17]2[CH2:21][CH2:20][CH2:19][N:18]2[S:22]([C:25]2[CH:30]=[C:29]([Cl:31])[CH:28]=[C:27]([Cl:32])[CH:26]=2)(=[O:24])=[O:23])[CH:13]=1)C.[OH-].[Li+].Cl. Product: [CH2:37]([O:36][C:34]([NH:33][CH:10]([CH2:11][C:12]1[O:16][N:15]=[C:14]([CH:17]2[CH2:21][CH2:20][CH2:19][N:18]2[S:22]([C:25]2[CH:30]=[C:29]([Cl:31])[CH:28]=[C:27]([Cl:32])[CH:26]=2)(=[O:23])=[O:24])[CH:13]=1)[C:9]([OH:40])=[O:8])=[O:35])[CH:38]=[CH2:39]. The catalyst class is: 5. (3) Reactant: [Cl:1][C:2]1[CH:3]=[C:4]([CH:9]([CH:12]([OH:19])[C:13]2[CH:18]=[CH:17][CH:16]=[CH:15][CH:14]=2)[C:10]#[N:11])[CH:5]=[CH:6][C:7]=1[Cl:8].[Li+].[CH3:21]C([N-]C(C)C)C.ClC1C=C(CC#N)C=CC=1Cl.C(=O)C1C=CC=CC=1. Product: [Cl:1][C:2]1[CH:3]=[C:4]([C@@H:9]([CH2:10][NH:11][CH3:21])[C@@H:12]([C:13]2[CH:14]=[CH:15][CH:16]=[CH:17][CH:18]=2)[OH:19])[CH:5]=[CH:6][C:7]=1[Cl:8]. The catalyst class is: 1. (4) Reactant: [O:1]=[C:2]1[NH:6][CH2:5][CH2:4][N:3]1[C:7]1[CH:16]=[CH:15][C:10]([C:11]([O:13][CH3:14])=[O:12])=[CH:9][CH:8]=1.I[C:18]1[CH:23]=[C:22](I)[CH:21]=[CH:20][C:19]=1[C:25]([CH3:28])([CH3:27])[CH3:26].[O-]P([O-])([O-])=O.[K+].[K+].[K+].CNCCNC. Product: [C:25]([C:19]1[CH:20]=[CH:21][C:22]([N:6]2[CH2:5][CH2:4][N:3]([C:7]3[CH:8]=[CH:9][C:10]([C:11]([O:13][CH3:14])=[O:12])=[CH:15][CH:16]=3)[C:2]2=[O:1])=[CH:23][CH:18]=1)([CH3:28])([CH3:27])[CH3:26]. The catalyst class is: 321. (5) Reactant: [Cl:1][C:2]1[CH:7]=[CH:6][CH:5]=[CH:4][C:3]=1[S:8]([N:11]1[CH2:16][CH2:15][C:14]([CH2:20][CH2:21][O:22][CH3:23])([C:17](O)=[O:18])[CH2:13][CH2:12]1)(=[O:10])=[O:9].F[P-](F)(F)(F)(F)F.N1(OC(N(C)C)=[N+](C)C)C2N=CC=CC=2N=N1.[CH2:48]([O:50][C:51](=[O:60])[CH2:52][C:53]1[CH:58]=[CH:57][C:56]([NH2:59])=[CH:55][CH:54]=1)[CH3:49].CN1CCOCC1. Product: [CH2:48]([O:50][C:51](=[O:60])[CH2:52][C:53]1[CH:54]=[CH:55][C:56]([NH:59][C:17]([C:14]2([CH2:20][CH2:21][O:22][CH3:23])[CH2:13][CH2:12][N:11]([S:8]([C:3]3[CH:4]=[CH:5][CH:6]=[CH:7][C:2]=3[Cl:1])(=[O:9])=[O:10])[CH2:16][CH2:15]2)=[O:18])=[CH:57][CH:58]=1)[CH3:49]. The catalyst class is: 1. (6) Reactant: [CH:1]([N-]C(C)C)(C)C.[Li+].[F:9][C:10]([F:32])([C:28]([F:31])([F:30])[F:29])[C:11]([F:27])([F:26])[C:12]1[O:13][C:14]2[CH:20]=[CH:19][C:18]([CH2:21][C:22]([O:24][CH3:25])=[O:23])=[CH:17][C:15]=2[N:16]=1.CI. Product: [F:32][C:10]([F:9])([C:28]([F:29])([F:30])[F:31])[C:11]([F:26])([F:27])[C:12]1[O:13][C:14]2[CH:20]=[CH:19][C:18]([CH:21]([CH3:1])[C:22]([O:24][CH3:25])=[O:23])=[CH:17][C:15]=2[N:16]=1. The catalyst class is: 7.